From a dataset of Peptide-MHC class I binding affinity with 185,985 pairs from IEDB/IMGT. Regression. Given a peptide amino acid sequence and an MHC pseudo amino acid sequence, predict their binding affinity value. This is MHC class I binding data. (1) The peptide sequence is AEKPKFLPDL. The MHC is Mamu-A11 with pseudo-sequence Mamu-A11. The binding affinity (normalized) is 0.794. (2) The peptide sequence is LAYARGQAM. The MHC is HLA-A24:03 with pseudo-sequence HLA-A24:03. The binding affinity (normalized) is 0.213. (3) The MHC is HLA-A02:03 with pseudo-sequence HLA-A02:03. The peptide sequence is SLVENNFFT. The binding affinity (normalized) is 0.416. (4) The peptide sequence is AVYGNITHK. The MHC is HLA-B18:01 with pseudo-sequence HLA-B18:01. The binding affinity (normalized) is 0. (5) The peptide sequence is AAAQNKDST. The MHC is H-2-Kb with pseudo-sequence H-2-Kb. The binding affinity (normalized) is 0.341. (6) The peptide sequence is FVNYNFTLV. The MHC is HLA-B58:01 with pseudo-sequence HLA-B58:01. The binding affinity (normalized) is 0.225. (7) The peptide sequence is FQPQNGQFF. The binding affinity (normalized) is 0.383. The MHC is H-2-Db with pseudo-sequence H-2-Db. (8) The peptide sequence is TEDDWITYI. The MHC is HLA-A68:02 with pseudo-sequence HLA-A68:02. The binding affinity (normalized) is 0.0847.